This data is from Forward reaction prediction with 1.9M reactions from USPTO patents (1976-2016). The task is: Predict the product of the given reaction. (1) The product is: [CH3:1][C@H:2]1[CH2:7][CH2:6][CH2:5][CH2:4][N:3]1[C:8]1[CH:16]=[CH:15][C:11]([C:12]2[O:14][N:22]=[C:23]([C:25]3[CH:33]=[CH:32][C:28]4[NH:29][CH:30]=[N:31][C:27]=4[CH:26]=3)[N:24]=2)=[CH:10][C:9]=1[C:17]([F:19])([F:18])[F:20]. Given the reactants [CH3:1][C@H:2]1[CH2:7][CH2:6][CH2:5][CH2:4][N:3]1[C:8]1[CH:16]=[CH:15][C:11]([C:12]([OH:14])=O)=[CH:10][C:9]=1[C:17]([F:20])([F:19])[F:18].O[N:22]=[C:23]([C:25]1[CH:33]=[CH:32][C:28]2[NH:29][CH:30]=[N:31][C:27]=2[CH:26]=1)[NH2:24], predict the reaction product. (2) Given the reactants [O:1]=[C:2]1[C:14]2[NH:13][C:12]3[CH:11]=[CH:10][C:9]([C:15]([OH:17])=O)=[CH:8][C:7]=3[C:6]=2[CH2:5][CH2:4][CH2:3]1.[S:18]1[CH:22]=[CH:21][N:20]=[C:19]1[NH2:23], predict the reaction product. The product is: [S:18]1[CH:22]=[CH:21][N:20]=[C:19]1[NH:23][C:15]([C:9]1[CH:10]=[CH:11][C:12]2[NH:13][C:14]3[C:2](=[O:1])[CH2:3][CH2:4][CH2:5][C:6]=3[C:7]=2[CH:8]=1)=[O:17].